Dataset: CYP2C9 inhibition data for predicting drug metabolism from PubChem BioAssay. Task: Regression/Classification. Given a drug SMILES string, predict its absorption, distribution, metabolism, or excretion properties. Task type varies by dataset: regression for continuous measurements (e.g., permeability, clearance, half-life) or binary classification for categorical outcomes (e.g., BBB penetration, CYP inhibition). Dataset: cyp2c9_veith. (1) The compound is COc1ccc(-c2cc(C(=O)Nc3cc(OC)c(OC)c(OC)c3)no2)cc1OC. The result is 0 (non-inhibitor). (2) The compound is COC(=O)[C@@]1(Cc2ccc(OC)cc2)[C@H]2c3cc(C(=O)N4CCCC4)n(CCN4CNCC4=O)c3C[C@H]2CN1C(=O)c1ccccc1. The result is 0 (non-inhibitor). (3) The drug is CC(C)(C)NC(=O)C1Cc2ccccc2CN1C(=O)Nc1ccccc1Cl. The result is 0 (non-inhibitor). (4) The compound is CO[C@@H]1COC(=O)[C@@H](OCc2ccccc2)/C=C\[C@H](C)[C@@H](OC)COC(=O)[C@@H](CCSC)NC(=O)C/C=C\[C@H]1C. The result is 0 (non-inhibitor).